Dataset: Reaction yield outcomes from USPTO patents with 853,638 reactions. Task: Predict the reaction yield, written as a fraction of the theoretical maximum amount of product (1.0 means a 100% yield; for example, 0.34 means a 34% yield). (1) The reactants are [CH3:1][C:2]1[CH:3]=[C:4]([NH:16][C:17]2[C:26]3[C:21](=[CH:22][CH:23]=[CH:24][C:25]=3[O:27][CH2:28][C:29]([OH:31])=O)[N:20]=[CH:19][N:18]=2)[CH:5]=[CH:6][C:7]=1[O:8][C:9]1[CH:10]=[N:11][C:12]([CH3:15])=[CH:13][CH:14]=1.C([N:35](C(C)C)CC)(C)C.CN(C(ON1N=NC2C=CC=NC1=2)=[N+](C)C)C.F[P-](F)(F)(F)(F)F. No catalyst specified. The product is [CH3:1][C:2]1[CH:3]=[C:4]([NH:16][C:17]2[C:26]3[C:21](=[CH:22][CH:23]=[CH:24][C:25]=3[O:27][CH2:28][C:29]([NH2:35])=[O:31])[N:20]=[CH:19][N:18]=2)[CH:5]=[CH:6][C:7]=1[O:8][C:9]1[CH:10]=[N:11][C:12]([CH3:15])=[CH:13][CH:14]=1. The yield is 0.780. (2) The reactants are [C:1]1([C:7]2[C:11]3[CH2:12][NH:13][CH2:14][CH2:15][C:10]=3[NH:9][N:8]=2)[CH:6]=[CH:5][CH:4]=[CH:3][CH:2]=1.Cl.[CH3:17][NH2:18].ClC(Cl)(O[C:23](=[O:29])OC(Cl)(Cl)Cl)Cl.O. The catalyst is C(Cl)Cl. The product is [CH3:17][NH:18][C:23]([N:13]1[CH2:14][CH2:15][C:10]2[NH:9][N:8]=[C:7]([C:1]3[CH:2]=[CH:3][CH:4]=[CH:5][CH:6]=3)[C:11]=2[CH2:12]1)=[O:29]. The yield is 0.107. (3) The reactants are [Cl:1][C:2]1[CH:3]=[CH:4][C:5]([O:10][CH2:11][C:12]([N:14]2[CH2:19][C@H:18]([CH3:20])[N:17]([CH2:21][C:22]3[CH:27]=[CH:26][C:25]([F:28])=[CH:24][CH:23]=3)[CH2:16][C@H:15]2[CH3:29])=[O:13])=[C:6]([CH:9]=1)[CH:7]=O.C(O)(=O)C.ClC(Cl)C.[CH2:38]([N:40]([CH2:43][CH2:44][NH2:45])[CH2:41][CH3:42])[CH3:39].C([BH3-])#N.[Na+].C(=O)(O)[O-].[Na+]. The catalyst is O. The product is [Cl:1][C:2]1[CH:3]=[CH:4][C:5]([O:10][CH2:11][C:12]([N:14]2[CH2:19][C@H:18]([CH3:20])[N:17]([CH2:21][C:22]3[CH:23]=[CH:24][C:25]([F:28])=[CH:26][CH:27]=3)[CH2:16][C@H:15]2[CH3:29])=[O:13])=[C:6]([CH2:7][NH:45][CH2:44][CH2:43][N:40]([CH2:41][CH3:42])[CH2:38][CH3:39])[CH:9]=1. The yield is 0.300. (4) The reactants are B(F)(F)F.CCOCC.[CH3:10][O:11]/[CH:12]=[CH:13]/[C:14]([O:16][Si](C)(C)C)=[CH2:15].[C:21]1([CH:27]([C:30]2[CH:35]=[CH:34][CH:33]=[CH:32][CH:31]=2)C=O)[CH:26]=[CH:25][CH:24]=[CH:23][CH:22]=1. The product is [CH:27]([CH:10]1[CH2:15][C:14](=[O:16])[CH:13]=[CH:12][O:11]1)([C:21]1[CH:26]=[CH:25][CH:24]=[CH:23][CH:22]=1)[C:30]1[CH:35]=[CH:34][CH:33]=[CH:32][CH:31]=1. The yield is 0.802. The catalyst is CCOCC. (5) The reactants are CC([PH+](C(C)(C)C)CCCS([O-])(=O)=O)(C)C.[Cl:17][C:18]1[CH:19]=[C:20](B(O)O)[CH:21]=[N:22][CH:23]=1.Br[C:28]1[CH:45]=[C:44]2[C:31]([CH2:32][C:33]3([C:37]42[N:41]=[C:40]([NH2:42])[C:39]([CH3:43])=[N:38]4)[CH2:36][CH2:35][CH2:34]3)=[CH:30][CH:29]=1.CC1CCCO1.C([O-])([O-])=O.[K+].[K+]. The catalyst is C(Cl)Cl.[Na+].[Na+].Cl[Pd+2](Cl)(Cl)Cl. The product is [Cl:17][C:18]1[CH:19]=[C:20]([C:28]2[CH:45]=[C:44]3[C:31]([CH2:32][C:33]4([C:37]53[N:41]=[C:40]([NH2:42])[C:39]([CH3:43])=[N:38]5)[CH2:36][CH2:35][CH2:34]4)=[CH:30][CH:29]=2)[CH:21]=[N:22][CH:23]=1. The yield is 0.770. (6) The reactants are [O:1]=[S:2]1(=[O:27])[CH:7]=[CH:6][CH:5]([C:8]2[CH:13]=[CH:12][C:11]([N:14]3[CH2:18][C@H:17]([CH2:19][NH:20]C(=O)C(F)F)[O:16][C:15]3=[O:26])=[CH:10][CH:9]=2)[CH2:4][CH2:3]1.[Cl:28][CH:29]([Cl:35])C(OCC)=O.C(N(CC)CC)C.[CH3:43][OH:44]. No catalyst specified. The product is [Cl:28][CH:29]([Cl:35])[C:43]([NH:20][CH2:19][C@@H:17]1[O:16][C:15](=[O:26])[N:14]([C:11]2[CH:12]=[CH:13][C:8]([CH:5]3[CH:6]=[CH:7][S:2](=[O:27])(=[O:1])[CH2:3][CH2:4]3)=[CH:9][CH:10]=2)[CH2:18]1)=[O:44]. The yield is 0.750. (7) The reactants are N([O-])=O.[Na+].N[C:6]1[CH:14]=[C:13]2[C:9]([CH2:10][O:11][C:12]2=[O:15])=[CH:8][CH:7]=1.[BrH:16]. The catalyst is O. The product is [Br:16][C:6]1[CH:14]=[C:13]2[C:9]([CH2:10][O:11][C:12]2=[O:15])=[CH:8][CH:7]=1. The yield is 0.840. (8) The reactants are Br[C:2]1[C:3]([O:31][CH3:32])=[C:4]([C:16]2[CH:24]=[C:23]3[C:19]([C:20]([CH2:25][CH2:26][S:27]([NH2:30])(=[O:29])=[O:28])=[CH:21][CH2:22]3)=[CH:18][CH:17]=2)[CH:5]=[C:6]([N:8]2[CH:13]=[CH:12][C:11](=[O:14])[NH:10][C:9]2=[O:15])[CH:7]=1.[O:33]1[CH:37]=[CH:36][C:35](B(O)O)=[CH:34]1. No catalyst specified. The product is [O:15]=[C:9]1[NH:10][C:11](=[O:14])[CH:12]=[CH:13][N:8]1[C:6]1[CH:7]=[C:2]([C:35]2[CH:36]=[CH:37][O:33][CH:34]=2)[C:3]([O:31][CH3:32])=[C:4]([C:16]2[CH:24]=[C:23]3[C:19]([C:20]([CH2:25][CH2:26][S:27]([NH2:30])(=[O:29])=[O:28])=[CH:21][CH2:22]3)=[CH:18][CH:17]=2)[CH:5]=1. The yield is 0.450.